Dataset: Catalyst prediction with 721,799 reactions and 888 catalyst types from USPTO. Task: Predict which catalyst facilitates the given reaction. (1) Reactant: [Br:1][C:2]1[CH:3]=[C:4]2[N:10]=[C:9]([NH:11]C(=O)C3C=CC=CC=3)[S:8][C:5]2=[N:6][CH:7]=1.[OH-].[Na+]. Product: [Br:1][C:2]1[CH:3]=[C:4]2[N:10]=[C:9]([NH2:11])[S:8][C:5]2=[N:6][CH:7]=1. The catalyst class is: 82. (2) Product: [CH2:3]([O:5][C:6]([C:8]1([CH2:13][O:14][CH3:16])[CH2:12][CH2:11][CH2:10][CH2:9]1)=[O:7])[CH3:4]. The catalyst class is: 1. Reactant: [H-].[Na+].[CH2:3]([O:5][C:6]([C:8]1([CH2:13][OH:14])[CH2:12][CH2:11][CH2:10][CH2:9]1)=[O:7])[CH3:4].I[CH3:16]. (3) Reactant: [NH2:1][CH:2]([C:6]#[N:7])[C:3]([NH2:5])=[O:4].C[O-].[Na+].[C:11]([OH:14])(=O)C.[CH3:15][C:16]([CH:18]=O)=O. Product: [CH3:11][O:14][C:6]1[C:2]([C:3]([NH2:5])=[O:4])=[N:1][CH:15]=[C:16]([CH3:18])[N:7]=1. The catalyst class is: 5.